This data is from Catalyst prediction with 721,799 reactions and 888 catalyst types from USPTO. The task is: Predict which catalyst facilitates the given reaction. (1) Reactant: [CH3:1][O:2][C:3]1[CH:4]=[C:5]2[C:9](=[CH:10][CH:11]=1)[NH:8][CH:7]=[C:6]2[CH:12]=[O:13].[H-].[Na+].CI.[C:18](=O)(O)[O-].[Na+]. Product: [CH3:1][O:2][C:3]1[CH:4]=[C:5]2[C:9](=[CH:10][CH:11]=1)[N:8]([CH3:18])[CH:7]=[C:6]2[CH:12]=[O:13]. The catalyst class is: 3. (2) Product: [NH2:16][C@H:7]1[C:8]2[C:13](=[CH:12][CH:11]=[C:10]([O:14][CH3:15])[CH:9]=2)[N:4]([C:1](=[O:3])[CH3:2])[C@@H:5]([CH:28]2[CH2:30][CH2:29]2)[C@@H:6]1[CH3:27]. Reactant: [C:1]([N:4]1[C:13]2[C:8](=[CH:9][C:10]([O:14][CH3:15])=[CH:11][CH:12]=2)[C@H:7]([NH:16]C(=O)OCC2C=CC=CC=2)[C@@H:6]([CH3:27])[C@@H:5]1[CH:28]1[CH2:30][CH2:29]1)(=[O:3])[CH3:2]. The catalyst class is: 29.